Dataset: Reaction yield outcomes from USPTO patents with 853,638 reactions. Task: Predict the reaction yield, written as a fraction of the theoretical maximum amount of product (1.0 means a 100% yield; for example, 0.34 means a 34% yield). (1) The reactants are Cl[C:2]1[C:11]2[C:6](=[CH:7][CH:8]=[CH:9][CH:10]=2)[C:5]([Cl:12])=[N:4][N:3]=1.[CH3:13][N:14]1[C:18]([C:19]2[CH:20]=[C:21]([CH:23]=[CH:24][CH:25]=2)[NH2:22])=[CH:17][N:16]=[C:15]1[CH3:26]. The catalyst is N1C=CC=CC=1. The product is [Cl:12][C:5]1[C:6]2[C:11](=[CH:10][CH:9]=[CH:8][CH:7]=2)[C:2]([NH:22][C:21]2[CH:23]=[CH:24][CH:25]=[C:19]([C:18]3[N:14]([CH3:13])[C:15]([CH3:26])=[N:16][CH:17]=3)[CH:20]=2)=[N:3][N:4]=1. The yield is 0.273. (2) The reactants are [NH:1]1[C:9]2[C:4](=[C:5]([CH2:10][CH2:11][CH2:12][NH:13][C:14]3[N:19]=[C:18]([CH3:20])[C:17]([C:21]([NH:23][C@@H:24]([CH2:28][NH:29][C:30]([C:32]4[S:33][CH:34]=[CH:35][CH:36]=4)=[O:31])[C:25]([OH:27])=[O:26])=[O:22])=[C:16]([CH3:37])[N:15]=3)[CH:6]=[CH:7][CH:8]=2)[CH:3]=[N:2]1.I[CH2:39][CH:40]([CH3:42])[CH3:41].C(N(CC)CC)C. The catalyst is CN(C=O)C.CCOC(C)=O. The product is [CH2:39]([O:26][C:25](=[O:27])[C@@H:24]([NH:23][C:21]([C:17]1[C:16]([CH3:37])=[N:15][C:14]([NH:13][CH2:12][CH2:11][CH2:10][C:5]2[CH:6]=[CH:7][CH:8]=[C:9]3[C:4]=2[CH:3]=[N:2][NH:1]3)=[N:19][C:18]=1[CH3:20])=[O:22])[CH2:28][NH:29][C:30]([C:32]1[S:33][CH:34]=[CH:35][CH:36]=1)=[O:31])[CH:40]([CH3:42])[CH3:41]. The yield is 0.750. (3) The reactants are [C:1]([O:4][C@H:5]1[C@H:10]([N:11]=[C:12]=[S:13])[C@@H:9]([O:14][C:15](=[O:17])[CH3:16])[C@H:8]([O:18][C:19](=[O:21])[CH3:20])[C@@H:7]([CH2:22][O:23][C:24](=[O:26])[CH3:25])[O:6]1)(=[O:3])[CH3:2].[F:27][CH2:28][CH2:29][NH2:30]. The catalyst is CC#N. The product is [C:1]([O:4][C@H:5]1[C@H:10]([NH:11][C:12]([NH:30][CH2:29][CH2:28][F:27])=[S:13])[C@@H:9]([O:14][C:15](=[O:17])[CH3:16])[C@H:8]([O:18][C:19](=[O:21])[CH3:20])[C@@H:7]([CH2:22][O:23][C:24](=[O:26])[CH3:25])[O:6]1)(=[O:3])[CH3:2]. The yield is 0.570. (4) The reactants are [CH3:1][O:2][C:3]([C:5]1[S:9][C:8]([N:10]2[CH2:15][CH2:14][NH:13][CH2:12][CH2:11]2)=[N:7][CH:6]=1)=[O:4].[CH3:16][N:17]([CH3:32])[C:18]1[CH:27]=[CH:26][CH:25]=[C:24]2[C:19]=1[CH:20]=[CH:21][CH:22]=[C:23]2[S:28](Cl)(=[O:30])=[O:29].C(N(CC)CC)C.O. The catalyst is ClCCl. The product is [CH3:1][O:2][C:3]([C:5]1[S:9][C:8]([N:10]2[CH2:11][CH2:12][N:13]([S:28]([C:23]3[C:24]4[C:19](=[C:18]([N:17]([CH3:32])[CH3:16])[CH:27]=[CH:26][CH:25]=4)[CH:20]=[CH:21][CH:22]=3)(=[O:30])=[O:29])[CH2:14][CH2:15]2)=[N:7][CH:6]=1)=[O:4]. The yield is 0.575. (5) The product is [Cl:38][CH2:37][CH2:36][CH2:35][N:16]1[CH:15]=[C:14]([C:11]2[CH:10]=[CH:9][C:8]([O:7][CH3:6])=[CH:13][CH:12]=2)[C:23](=[O:24])[C:22]2[C:17]1=[C:18]([O:28][CH2:29][CH2:30][CH3:31])[CH:19]=[C:20]1[CH2:27][CH2:26][CH2:25][C:21]1=2. The yield is 0.920. The reactants are CN(C=O)C.[CH3:6][O:7][C:8]1[CH:13]=[CH:12][C:11]([C:14]2[C:23](=[O:24])[C:22]3[C:17](=[C:18]([O:28][CH2:29][CH2:30][CH3:31])[CH:19]=[C:20]4[CH2:27][CH2:26][CH2:25][C:21]4=3)[NH:16][CH:15]=2)=[CH:10][CH:9]=1.[H-].[Na+].Br[CH2:35][CH2:36][CH2:37][Cl:38]. The catalyst is C(OCC)(=O)C.O. (6) The reactants are O[C:2]([C:4]([F:7])([F:6])[F:5])=O.[Br:8][C:9]1[CH:10]=[CH:11][CH:12]=[C:13]2[C:22]=1[C:16]1([CH2:21][CH2:20][NH:19][CH2:18][CH2:17]1)[CH2:15][CH:14]2[CH2:23][C:24]([O:26][CH2:27][CH3:28])=[O:25].CC[NH+](CC)CC.CC[NH+](CC)CC.C([O-])([O-])=O.FC(F)(F)[C:49]1[CH:59]=[CH:58][CH:57]=C[C:50]=1[CH:51]=[CH:52][C:53](O)=[O:54].CCN(C(C)C)C(C)C.CN(C(ON1N=NC2C=CC=NC1=2)=[N+](C)C)C.F[P-](F)(F)(F)(F)F.Cl. The catalyst is C(Cl)Cl. The product is [Br:8][C:9]1[CH:10]=[CH:11][CH:12]=[C:13]2[C:22]=1[C:16]1([CH2:17][CH2:18][N:19]([C:53](=[O:54])/[CH:52]=[CH:51]/[C:50]3[CH:49]=[CH:59][CH:58]=[CH:57][C:2]=3[C:4]([F:7])([F:6])[F:5])[CH2:20][CH2:21]1)[CH2:15][CH:14]2[CH2:23][C:24]([O:26][CH2:27][CH3:28])=[O:25]. The yield is 0.420. (7) The reactants are C([N:8]([CH2:45][CH2:46][O:47][CH3:48])[C:9]1[N:13]([C:14]2[N:22]=[C:21]3[C:17]([N:18]=[C:19]([CH2:24][N:25]4[CH2:30][CH2:29][CH:28]([C:31]([OH:34])([CH3:33])[CH3:32])[CH2:27][CH2:26]4)[N:20]3[CH3:23])=[C:16]([N:35]3[CH2:40][CH2:39][O:38][CH2:37][CH2:36]3)[N:15]=2)[C:12]2[CH:41]=[CH:42][CH:43]=[CH:44][C:11]=2[N:10]=1)C1C=CC=CC=1.C(O)(=O)C. The catalyst is [Pd].C(O)C. The product is [CH3:48][O:47][CH2:46][CH2:45][NH:8][C:9]1[N:13]([C:14]2[N:22]=[C:21]3[C:17]([N:18]=[C:19]([CH2:24][N:25]4[CH2:26][CH2:27][CH:28]([C:31]([OH:34])([CH3:33])[CH3:32])[CH2:29][CH2:30]4)[N:20]3[CH3:23])=[C:16]([N:35]3[CH2:40][CH2:39][O:38][CH2:37][CH2:36]3)[N:15]=2)[C:12]2[CH:41]=[CH:42][CH:43]=[CH:44][C:11]=2[N:10]=1. The yield is 0.280. (8) The reactants are C(C1C=CC([C@H]2C[C@@H](C(F)(F)F)N3N=CC(C(O)=O)=C3N2)=CC=1)C.[F:25][C:26]([C@H:29]1[N:34]2[N:35]=[CH:36][C:37]([C:38]([O:40]CC)=[O:39])=[C:33]2[NH:32][C@@H:31]([C:43]2[CH:48]=[CH:47][C:46]([CH2:49][CH3:50])=[CH:45][CH:44]=2)[CH2:30]1)([F:28])[CH3:27].[OH-].[K+]. No catalyst specified. The product is [F:28][C:26]([C@H:29]1[N:34]2[N:35]=[CH:36][C:37]([C:38]([OH:40])=[O:39])=[C:33]2[NH:32][C@@H:31]([C:43]2[CH:44]=[CH:45][C:46]([CH2:49][CH3:50])=[CH:47][CH:48]=2)[CH2:30]1)([F:25])[CH3:27]. The yield is 0.830.